From a dataset of Forward reaction prediction with 1.9M reactions from USPTO patents (1976-2016). Predict the product of the given reaction. (1) Given the reactants C([O:4][C@H:5]1[CH2:22][CH2:21][C@@:20]2([CH3:23])[C@@H:7]([CH2:8][CH2:9][C@:10]3([CH3:50])[C@@H:19]2[CH2:18][CH2:17][C@H:16]2[C@@:11]3([CH3:49])[CH2:12][CH2:13][C@@:14]3([C:30](=[O:48])[NH:31][C@@H:32]4[CH2:35][C@H:34]([C:36]([N:38]5[CH2:43][CH2:42][N:41]([CH2:44][CH3:45])[CH2:40][CH2:39]5)=[O:37])[C:33]4([CH3:47])[CH3:46])[CH2:26][CH2:25][C@@H:24]([C:27]([CH3:29])=[CH2:28])[C@@H:15]32)[C:6]1([CH3:52])[CH3:51])(=O)C.[OH-].[Na+], predict the reaction product. The product is: [CH2:44]([N:41]1[CH2:42][CH2:43][N:38]([C:36]([C@H:34]2[CH2:35][C@@H:32]([NH:31][C:30]([C@:14]34[CH2:26][CH2:25][C@@H:24]([C:27]([CH3:29])=[CH2:28])[C@@H:15]3[C@@H:16]3[C@@:11]([CH3:49])([CH2:12][CH2:13]4)[C@@:10]4([CH3:50])[C@@H:19]([C@:20]5([CH3:23])[C@@H:7]([CH2:8][CH2:9]4)[C:6]([CH3:51])([CH3:52])[C@@H:5]([OH:4])[CH2:22][CH2:21]5)[CH2:18][CH2:17]3)=[O:48])[C:33]2([CH3:46])[CH3:47])=[O:37])[CH2:39][CH2:40]1)[CH3:45]. (2) Given the reactants OC(C)(C)CN1C=C[C:6]([NH:9][C:10](=[O:30])[C@@H:11]([N:16]2[CH2:20][C:19]([O:21][C:22]3[CH:27]=[CH:26][CH:25]=[CH:24][C:23]=3[Cl:28])=[CH:18][C:17]2=[O:29])[CH2:12][CH:13]([CH3:15])[CH3:14])=[N:5]1.Cl.CN(C)CCCN=C=NCC.ON1C2C=CC=CC=2N=N1.[F:55][C:56]([F:66])([F:65])[CH2:57][CH2:58][C:59]1N=C(N)[S:61][N:60]=1, predict the reaction product. The product is: [F:55][C:56]([F:66])([F:65])[CH2:57][CH2:58][C:59]1[N:5]=[C:6]([NH:9][C:10](=[O:30])[C@@H:11]([N:16]2[CH2:20][C:19]([O:21][C:22]3[CH:27]=[CH:26][CH:25]=[CH:24][C:23]=3[Cl:28])=[CH:18][C:17]2=[O:29])[CH2:12][CH:13]([CH3:15])[CH3:14])[S:61][N:60]=1. (3) Given the reactants Br[C:2]1[CH:48]=[CH:47][C:5]2[CH2:6][CH2:7][CH2:8][CH2:9][CH2:10][CH2:11][CH2:12][O:13][C:14](=[O:46])[NH:15][C@@H:16]([C:42]([CH3:45])([CH3:44])[CH3:43])[C:17](=[O:41])[N:18]3[CH2:23][C@H:21]([O:22][C:4]=2[CH:3]=1)[CH2:20][C@H:19]3[C:24]([NH:26][C@:27]1([C:32]([NH:34][S:35]([CH:38]2[CH2:40][CH2:39]2)(=[O:37])=[O:36])=[O:33])[CH2:29][C@H:28]1[CH2:30][CH3:31])=[O:25].C([O-])(=O)C.[Na+], predict the reaction product. The product is: [C:42]([C@@H:16]1[NH:15][C:14](=[O:46])[O:13][CH2:12][CH2:11][CH2:10][CH2:9][CH2:8][CH2:7][CH2:6][C:5]2[CH:47]=[CH:48][CH:2]=[CH:3][C:4]=2[O:22][C@H:21]2[CH2:23][N:18]([C@H:19]([C:24]([NH:26][C@:27]3([C:32]([NH:34][S:35]([CH:38]4[CH2:40][CH2:39]4)(=[O:37])=[O:36])=[O:33])[CH2:29][C@H:28]3[CH2:30][CH3:31])=[O:25])[CH2:20]2)[C:17]1=[O:41])([CH3:43])([CH3:44])[CH3:45]. (4) Given the reactants [CH2:1]([O:8][C:9]1[CH:14]=[C:13](/[CH:15]=[CH:16]/[CH:17]2[CH2:22][CH2:21][CH2:20][CH2:19][NH:18]2)[CH:12]=[CH:11][C:10]=1[N:23]1[S:27](=[O:29])(=[O:28])[N:26]([CH2:30][CH2:31][Si:32]([CH3:35])([CH3:34])[CH3:33])[C:25](=[O:36])[CH2:24]1)[C:2]1[CH:7]=[CH:6][CH:5]=[CH:4][CH:3]=1.[CH3:37][S:38](Cl)(=[O:40])=[O:39], predict the reaction product. The product is: [CH2:1]([O:8][C:9]1[CH:14]=[C:13](/[CH:15]=[CH:16]/[CH:17]2[CH2:22][CH2:21][CH2:20][CH2:19][N:18]2[S:38]([CH3:37])(=[O:40])=[O:39])[CH:12]=[CH:11][C:10]=1[N:23]1[S:27](=[O:28])(=[O:29])[N:26]([CH2:30][CH2:31][Si:32]([CH3:34])([CH3:33])[CH3:35])[C:25](=[O:36])[CH2:24]1)[C:2]1[CH:3]=[CH:4][CH:5]=[CH:6][CH:7]=1. (5) Given the reactants [CH:1]1([O:6][C:7](=[O:26])[C@@H:8]([NH2:25])[CH2:9][CH2:10][O:11][C:12]2[CH:21]=[C:20]3[C:15]([C:16]([Cl:22])=[CH:17][CH:18]=[N:19]3)=[CH:14][C:13]=2[O:23][CH3:24])[CH2:5][CH2:4][CH2:3][CH2:2]1.C([O-])([O-])=O.[K+].[K+].[CH2:33](Br)[C:34]1[CH:39]=[CH:38][CH:37]=[CH:36][CH:35]=1, predict the reaction product. The product is: [CH:1]1([O:6][C:7](=[O:26])[C@@H:8]([NH:25][CH2:33][C:34]2[CH:39]=[CH:38][CH:37]=[CH:36][CH:35]=2)[CH2:9][CH2:10][O:11][C:12]2[CH:21]=[C:20]3[C:15]([C:16]([Cl:22])=[CH:17][CH:18]=[N:19]3)=[CH:14][C:13]=2[O:23][CH3:24])[CH2:5][CH2:4][CH2:3][CH2:2]1. (6) Given the reactants C(Br)C1C=CC=CC=1.Br[CH2:10][C:11]1[CH:12]=[C:13]([CH:18]=[CH:19][CH:20]=1)[C:14]([O:16][CH3:17])=[O:15].[C:21]([C:24]1[S:28][C:27]([N:29]2[CH2:33][CH2:32][NH:31][C:30]2=[O:34])=[N:26][C:25]=1[CH3:35])(=[O:23])[CH3:22], predict the reaction product. The product is: [C:21]([C:24]1[S:28][C:27]([N:29]2[CH2:33][CH2:32][N:31]([CH2:10][C:11]3[CH:12]=[C:13]([CH:18]=[CH:19][CH:20]=3)[C:14]([O:16][CH3:17])=[O:15])[C:30]2=[O:34])=[N:26][C:25]=1[CH3:35])(=[O:23])[CH3:22]. (7) Given the reactants [Br:1][C:2]1[N:7]=[C:6]([CH2:8][C:9]#[N:10])[CH:5]=[CH:4][CH:3]=1.[N-:11]=[N+:12]=[N-:13].[Na+], predict the reaction product. The product is: [Br:1][C:2]1[CH:3]=[CH:4][CH:5]=[C:6]([CH2:8][C:9]2[N:11]=[N:12][NH:13][N:10]=2)[N:7]=1. (8) Given the reactants [C:1]([NH:4][C:5]1[CH:6]=[C:7]([C:12](=O)[CH2:13][CH2:14][C:15]([OH:17])=O)[CH:8]=[CH:9][C:10]=1[CH3:11])(=[O:3])[CH3:2].S(Cl)(Cl)=O.[Al+3].[Cl-].[Cl-].[Cl-], predict the reaction product. The product is: [CH3:11][C:10]1[C:5]([NH:4][C:1](=[O:3])[CH3:2])=[CH:6][C:7]2[CH2:12][CH2:13][CH2:14][C:15](=[O:17])[C:8]=2[CH:9]=1.